From a dataset of Blood-brain barrier permeability classification from the B3DB database. Regression/Classification. Given a drug SMILES string, predict its absorption, distribution, metabolism, or excretion properties. Task type varies by dataset: regression for continuous measurements (e.g., permeability, clearance, half-life) or binary classification for categorical outcomes (e.g., BBB penetration, CYP inhibition). Dataset: b3db_classification. (1) The drug is O=C(O)C=C1C=CC(=O)O1. The result is 1 (penetrates BBB). (2) The molecule is O=C(O)CCCCCCCC(=O)O. The result is 0 (does not penetrate BBB).